Dataset: Forward reaction prediction with 1.9M reactions from USPTO patents (1976-2016). Task: Predict the product of the given reaction. (1) Given the reactants [CH3:1][O:2][C:3]1[CH:4]=[C:5](NCC)[CH:6]=[CH:7][C:8]=1[O:9][CH3:10].[CH:14]1[N:19]=[C:18](Cl)[C:17]2[N:21]=[CH:22][N:23]([C@@H:24]3[O:28][C@H:27]([CH2:29][OH:30])[C@@H:26]([OH:31])[C@H:25]3[OH:32])[C:16]=2[N:15]=1.[CH2:33]([N:35](CC)CC)[CH3:34], predict the reaction product. The product is: [CH3:1][O:2][C:3]1[CH:4]=[C:5]([CH:33]([NH:35][C:18]2[C:17]3[N:21]=[CH:22][N:23]([C:16]=3[N:15]=[CH:14][N:19]=2)[C@@H:24]2[O:28][C@H:27]([CH2:29][OH:30])[C@@H:26]([OH:31])[C@H:25]2[OH:32])[CH3:34])[CH:6]=[CH:7][C:8]=1[O:9][CH3:10]. (2) Given the reactants [C:1]([O-:18])(=[O:17])[CH2:2][CH2:3][CH2:4][CH2:5][CH2:6][CH2:7]CCCCCCCCC.[Na+:19].C([O-])(=O)CCCCCCCCCCCCCCCCC.C(O)CCCCCCCCCCCCCCC.[Cl-].CCCCCCCCCCCCOCCOCC(O)=O.CCOCCOCCO, predict the reaction product. The product is: [C:1]([O-:18])(=[O:17])[C:2]1[CH:3]=[CH:4][CH:5]=[CH:6][CH:7]=1.[Na+:19].